From a dataset of Peptide-MHC class I binding affinity with 185,985 pairs from IEDB/IMGT. Regression. Given a peptide amino acid sequence and an MHC pseudo amino acid sequence, predict their binding affinity value. This is MHC class I binding data. (1) The peptide sequence is TWEAWWTEYW. The MHC is HLA-B15:03 with pseudo-sequence HLA-B15:03. The binding affinity (normalized) is 0.126. (2) The peptide sequence is ELTLDCEPR. The MHC is HLA-A68:01 with pseudo-sequence HLA-A68:01. The binding affinity (normalized) is 0.498. (3) The peptide sequence is HLRGFSKSI. The MHC is HLA-A26:01 with pseudo-sequence HLA-A26:01. The binding affinity (normalized) is 0.